This data is from Reaction yield outcomes from USPTO patents with 853,638 reactions. The task is: Predict the reaction yield, written as a fraction of the theoretical maximum amount of product (1.0 means a 100% yield; for example, 0.34 means a 34% yield). The reactants are [NH2:1][C:2]1[C:3]([C:14]2[CH:45]=[CH:44][C:17]([C:18]([NH:20][C@@H:21]([C:37]3[CH:42]=[CH:41][CH:40]=[C:39]([Cl:43])[CH:38]=3)[CH2:22][N:23]([CH3:36])S(C3C=CC=CC=3[N+]([O-])=O)(=O)=O)=[O:19])=[C:16]([F:46])[CH:15]=2)=[N:4][C:5]([CH:8]2[CH2:13][CH2:12][O:11][CH2:10][CH2:9]2)=[CH:6][N:7]=1.SC1C=CC(C(O)=O)=CC=1.C([O-])([O-])=O.[K+].[K+].O. The catalyst is CN(C=O)C. The product is [NH2:1][C:2]1[C:3]([C:14]2[CH:45]=[CH:44][C:17]([C:18]([NH:20][C@@H:21]([C:37]3[CH:42]=[CH:41][CH:40]=[C:39]([Cl:43])[CH:38]=3)[CH2:22][NH:23][CH3:36])=[O:19])=[C:16]([F:46])[CH:15]=2)=[N:4][C:5]([CH:8]2[CH2:13][CH2:12][O:11][CH2:10][CH2:9]2)=[CH:6][N:7]=1. The yield is 0.672.